From a dataset of Full USPTO retrosynthesis dataset with 1.9M reactions from patents (1976-2016). Predict the reactants needed to synthesize the given product. (1) The reactants are: Br[C:2]1[CH:6]=[CH:5][S:4][CH:3]=1.[Li]CCCC.[S:12]1[CH:16]=[CH:15][CH:14]=[C:13]1C=O.[NH4+].[Cl-].[O:21]1CCC[CH2:22]1. Given the product [S:4]1[CH:5]=[CH:6][C:2]([CH:22]([C:15]2[CH:14]=[CH:13][S:12][CH:16]=2)[OH:21])=[CH:3]1, predict the reactants needed to synthesize it. (2) Given the product [CH3:3][C:2]([C:8]1[CH:9]=[C:10]2[C:15](=[C:16]([C:18]3[CH:19]=[C:20]([C:24]4[C:25]([C:32]5[CH:33]=[CH:34][C:35]([S:38][CH3:39])=[CH:36][CH:37]=5)=[CH:26][C:27]([CH2:30][OH:31])=[CH:28][CH:29]=4)[CH:21]=[CH:22][CH:23]=3)[CH:17]=1)[N:14]=[CH:13][CH:12]=[CH:11]2)([S:4]([CH3:7])(=[O:5])=[O:6])[CH3:1], predict the reactants needed to synthesize it. The reactants are: [CH3:1][C:2]([C:8]1[CH:9]=[C:10]2[C:15](=[C:16]([C:18]3[CH:19]=[C:20]([C:24]4[C:25]([C:32]5[CH:37]=[CH:36][C:35]([S:38][CH3:39])=[CH:34][CH:33]=5)=[CH:26][C:27]([CH:30]=[O:31])=[CH:28][CH:29]=4)[CH:21]=[CH:22][CH:23]=3)[CH:17]=1)[N:14]=[CH:13][CH:12]=[CH:11]2)([S:4]([CH3:7])(=[O:6])=[O:5])[CH3:3].[BH4-].[Na+]. (3) The reactants are: [CH:1]1([N:6]2[C:14]3[C:9](=[CH:10][CH:11]=[CH:12][C:13]=3[F:15])[C:8]([C:16]3[CH:21]=[CH:20][C:19]([OH:22])=[CH:18][CH:17]=3)=[N:7]2)[CH2:5][CH2:4][CH2:3][CH2:2]1.[CH3:23][C:24]([CH3:30])([CH3:29])[CH2:25][C:26](Cl)=[O:27].C(N(CC)C(C)C)(C)C. Given the product [CH3:23][C:24]([CH3:30])([CH3:29])[CH2:25][C:26]([O:22][C:19]1[CH:18]=[CH:17][C:16]([C:8]2[C:9]3[C:14](=[C:13]([F:15])[CH:12]=[CH:11][CH:10]=3)[N:6]([CH:1]3[CH2:5][CH2:4][CH2:3][CH2:2]3)[N:7]=2)=[CH:21][CH:20]=1)=[O:27], predict the reactants needed to synthesize it. (4) The reactants are: [Br:1][C:2]1[CH:11]=[C:10]([CH3:12])[C:5]([C:6]([O:8]C)=O)=[C:4]([F:13])[CH:3]=1.[H-].[CH2:15]([Al+]CC(C)C)C(C)C.CC(OI1(OC(C)=O)(OC(C)=O)OC(=O)C2C=CC=CC1=2)=O.C[Mg]Br.CCOCC. Given the product [Br:1][C:2]1[CH:11]=[C:10]([CH3:12])[C:5]([CH:6]([OH:8])[CH3:15])=[C:4]([F:13])[CH:3]=1, predict the reactants needed to synthesize it. (5) Given the product [OH:23][CH2:22][CH2:21][CH2:20][N:16]1[CH2:17][CH2:18][CH:14]([C:6]2[NH:7][C:8](=[O:13])[C:9]3[C:4]([CH:5]=2)=[C:3]([CH3:2])[CH:12]=[CH:11][CH:10]=3)[CH2:15]1, predict the reactants needed to synthesize it. The reactants are: Cl.[CH3:2][C:3]1[CH:12]=[CH:11][CH:10]=[C:9]2[C:4]=1[CH:5]=[C:6]([CH:14]1[CH2:18][CH2:17][NH:16][CH2:15]1)[NH:7][C:8]2=[O:13].Br[CH2:20][CH2:21][CH2:22][OH:23].